This data is from Reaction yield outcomes from USPTO patents with 853,638 reactions. The task is: Predict the reaction yield, written as a fraction of the theoretical maximum amount of product (1.0 means a 100% yield; for example, 0.34 means a 34% yield). The reactants are Cl[C:2]1[N:9]=[C:8]([CH3:10])[CH:7]=[CH:6][C:3]=1[C:4]#[N:5].[NH3:11]. The catalyst is C(O)C. The product is [NH2:11][C:2]1[N:9]=[C:8]([CH3:10])[CH:7]=[CH:6][C:3]=1[C:4]#[N:5]. The yield is 0.700.